Dataset: Reaction yield outcomes from USPTO patents with 853,638 reactions. Task: Predict the reaction yield, written as a fraction of the theoretical maximum amount of product (1.0 means a 100% yield; for example, 0.34 means a 34% yield). (1) The reactants are [CH2:1]=[C:2]1[O:6][C:4](=[O:5])[CH2:3]1.[Br:7][C:8]1[CH:14]=[CH:13][C:11]([NH2:12])=[C:10]([N+:15]([O-:17])=[O:16])[CH:9]=1.C(N(CC)CC)C. The catalyst is C1(C)C=CC=CC=1. The product is [Br:7][C:8]1[CH:14]=[CH:13][C:11]([NH:12][C:4](=[O:5])[CH2:3][C:2](=[O:6])[CH3:1])=[C:10]([N+:15]([O-:17])=[O:16])[CH:9]=1. The yield is 0.740. (2) The reactants are F.F.F.C(N(CC)CC)C.[Si]([O:28][CH2:29][C@H:30]1[O:34][C@@H:33]([N:35]2[CH:42]=[C:41]([CH3:43])[C:39](=[O:40])[NH:38][C:36]2=[O:37])[C@H:32]([O:44][CH2:45][CH2:46][O:47][N:48]([CH3:50])[CH3:49])[C@@H:31]1[OH:51])(C(C)(C)C)(C1C=CC=CC=1)C1C=CC=CC=1.CO. The yield is 0.925. The product is [CH3:49][N:48]([CH3:50])[O:47][CH2:46][CH2:45][O:44][C@@H:32]1[C@H:31]([OH:51])[C@@H:30]([CH2:29][OH:28])[O:34][C@H:33]1[N:35]1[CH:42]=[C:41]([CH3:43])[C:39](=[O:40])[NH:38][C:36]1=[O:37]. The catalyst is C1COCC1.C(Cl)Cl. (3) The reactants are [CH2:1]([C@@:5]1([CH2:33][CH3:34])[NH:11][C@H:10]([C:12]2[CH:17]=[CH:16][CH:15]=[CH:14][CH:13]=2)[C:9]2[CH:18]=[C:19]([O:29][CH3:30])[C:20](/[CH:22]=[CH:23]/[C:24]([O:26][CH2:27][CH3:28])=[O:25])=[CH:21][C:8]=2[S:7](=[O:32])(=[O:31])[CH2:6]1)[CH2:2][CH2:3][CH3:4]. The catalyst is CCO.[Pd]. The product is [CH2:1]([C@@:5]1([CH2:33][CH3:34])[NH:11][C@H:10]([C:12]2[CH:13]=[CH:14][CH:15]=[CH:16][CH:17]=2)[C:9]2[CH:18]=[C:19]([O:29][CH3:30])[C:20]([CH2:22][CH2:23][C:24]([O:26][CH2:27][CH3:28])=[O:25])=[CH:21][C:8]=2[S:7](=[O:31])(=[O:32])[CH2:6]1)[CH2:2][CH2:3][CH3:4]. The yield is 0.570. (4) The catalyst is C(Cl)Cl.FC(F)(F)C(O)=O. The product is [NH2:30][C@@H:8]([C:5]1[CH:4]=[CH:3][C:2]([F:1])=[CH:7][CH:6]=1)[C:9]([NH:10][C@@H:11]1[C:17](=[O:18])[NH:16][C:15]2[CH:19]=[CH:20][CH:21]=[CH:22][C:14]=2[O:13][C@@H:12]1[C:23]1[CH:28]=[CH:27][CH:26]=[CH:25][CH:24]=1)=[O:29]. The reactants are [F:1][C:2]1[CH:7]=[CH:6][C:5]([C@H:8]([NH:30]C(=O)OC(C)(C)C)[C:9](=[O:29])[NH:10][C@@H:11]2[C:17](=[O:18])[NH:16][C:15]3[CH:19]=[CH:20][CH:21]=[CH:22][C:14]=3[O:13][C@@H:12]2[C:23]2[CH:28]=[CH:27][CH:26]=[CH:25][CH:24]=2)=[CH:4][CH:3]=1. The yield is 0.990. (5) The reactants are [F:1][C:2]1[CH:3]=[C:4]([NH2:9])[C:5]([NH2:8])=[CH:6][CH:7]=1.C(N(CC)CC)C.[S:17](Cl)(Cl)=O. No catalyst specified. The product is [F:1][C:2]1[CH:7]=[CH:6][C:5]2[C:4]([CH:3]=1)=[N:9][S:17][N:8]=2. The yield is 0.443.